Dataset: Peptide-MHC class I binding affinity with 185,985 pairs from IEDB/IMGT. Task: Regression. Given a peptide amino acid sequence and an MHC pseudo amino acid sequence, predict their binding affinity value. This is MHC class I binding data. (1) The peptide sequence is EVDEGSDMM. The MHC is HLA-A69:01 with pseudo-sequence HLA-A69:01. The binding affinity (normalized) is 0.543. (2) The MHC is HLA-A02:05 with pseudo-sequence HLA-A02:05. The binding affinity (normalized) is 0.149. The peptide sequence is DPKVKQWPL.